This data is from Full USPTO retrosynthesis dataset with 1.9M reactions from patents (1976-2016). The task is: Predict the reactants needed to synthesize the given product. Given the product [CH3:9][NH:10][N:11]=[C:1]([C:3]1[CH:8]=[CH:7][CH:6]=[CH:5][N:4]=1)[NH2:2], predict the reactants needed to synthesize it. The reactants are: [C:1]([C:3]1[CH:8]=[CH:7][CH:6]=[CH:5][N:4]=1)#[N:2].[CH3:9][NH:10][NH2:11].NN.